Regression. Given a peptide amino acid sequence and an MHC pseudo amino acid sequence, predict their binding affinity value. This is MHC class I binding data. From a dataset of Peptide-MHC class I binding affinity with 185,985 pairs from IEDB/IMGT. The peptide sequence is QSPKKTGML. The MHC is Mamu-A01 with pseudo-sequence Mamu-A01. The binding affinity (normalized) is 0.544.